Predict the reactants needed to synthesize the given product. From a dataset of Full USPTO retrosynthesis dataset with 1.9M reactions from patents (1976-2016). (1) Given the product [NH2:14][C:11]1[CH:10]=[C:9]2[C:8]([C:5]([CH3:7])([CH3:6])[C:4](=[O:3])[NH:17]2)=[CH:13][CH:12]=1, predict the reactants needed to synthesize it. The reactants are: C([O:3][C:4](=O)[C:5]([C:8]1[CH:13]=[CH:12][C:11]([N+:14]([O-])=O)=[CH:10][C:9]=1[N+:17]([O-])=O)([CH3:7])[CH3:6])C. (2) Given the product [C:1]12([NH:22][CH2:15][CH2:14][CH:13]([S:17]([OH:16])(=[O:19])=[O:18])[CH3:12])[CH2:10][CH:5]3[CH2:6][CH:7]([CH2:9][CH:3]([CH2:4]3)[CH2:2]1)[CH2:8]2, predict the reactants needed to synthesize it. The reactants are: [CH:1]12[CH2:10][CH:5]3[CH2:6][CH:7]([CH2:9][CH:3]([CH2:4]3)[CH:2]1N)[CH2:8]2.[CH3:12][CH:13]1[S:17](=[O:19])(=[O:18])[O:16][CH2:15][CH2:14]1.C(#[N:22])C. (3) Given the product [F:30][C:9]1([F:8])[CH2:10][CH2:11][CH:12]([CH2:15][N:16]2[CH2:17][CH2:18][CH:19]([NH2:22])[CH2:20][CH2:21]2)[CH2:13][CH2:14]1, predict the reactants needed to synthesize it. The reactants are: Cl.O1CCOCC1.[F:8][C:9]1([F:30])[CH2:14][CH2:13][CH:12]([CH2:15][N:16]2[CH2:21][CH2:20][CH:19]([NH:22]C(=O)OC(C)(C)C)[CH2:18][CH2:17]2)[CH2:11][CH2:10]1.CO.[OH-].[Na+]. (4) Given the product [F:20][C:2]([F:1])([F:19])[C:3]([NH:5][CH2:6][C@@H:7]1[CH2:11][CH2:10][NH:9][CH2:8]1)=[O:4], predict the reactants needed to synthesize it. The reactants are: [F:1][C:2]([F:20])([F:19])[C:3]([NH:5][CH2:6][C@@H:7]1[CH2:11][CH2:10][N:9](C(OC(C)(C)C)=O)[CH2:8]1)=[O:4].C(O)(C(F)(F)F)=O. (5) Given the product [C:1]12([CH2:11][C:12]([NH:14][C:15]3[C:24]([CH3:25])=[CH:23][CH:22]=[C:21]4[C:16]=3[CH:17]=[CH:18][C:19]([N:33]3[CH2:37][CH2:36][C@H:35]([NH:38][C:39](=[O:45])[O:40][C:41]([CH3:43])([CH3:42])[CH3:44])[CH2:34]3)=[N:20]4)=[O:13])[CH2:10][CH:5]3[CH2:6][CH:7]([CH2:9][CH:3]([CH2:4]3)[CH2:2]1)[CH2:8]2, predict the reactants needed to synthesize it. The reactants are: [C:1]12([CH2:11][C:12]([NH:14][C:15]3[C:24]([CH3:25])=[CH:23][CH:22]=[C:21]4[C:16]=3[CH:17]=[CH:18][C:19](Cl)=[N:20]4)=[O:13])[CH2:10][CH:5]3[CH2:6][CH:7]([CH2:9][CH:3]([CH2:4]3)[CH2:2]1)[CH2:8]2.C(=O)([O-])[O-].[K+].[K+].[NH:33]1[CH2:37][CH2:36][C@H:35]([NH:38][C:39](=[O:45])[O:40][C:41]([CH3:44])([CH3:43])[CH3:42])[CH2:34]1.O. (6) Given the product [S:24]([C:26]1[CH:31]=[CH:30][C:29]([NH:32][C:2]2[N:7]=[C:6]([N:8]([CH2:17][CH2:18][CH2:19][C:20]([F:23])([F:22])[F:21])[C:9]3[CH:14]=[C:13]([CH3:15])[CH:12]=[CH:11][C:10]=3[F:16])[CH:5]=[CH:4][N:3]=2)=[CH:28][CH:27]=1)(=[O:25])(=[O:33])[NH2:34], predict the reactants needed to synthesize it. The reactants are: Cl[C:2]1[N:7]=[C:6]([N:8]([CH2:17][CH2:18][CH2:19][C:20]([F:23])([F:22])[F:21])[C:9]2[CH:14]=[C:13]([CH3:15])[CH:12]=[CH:11][C:10]=2[F:16])[CH:5]=[CH:4][N:3]=1.[S:24]([NH2:34])(=[O:33])([C:26]1[CH:31]=[CH:30][C:29]([NH2:32])=[CH:28][CH:27]=1)=[O:25].CO. (7) Given the product [C:16]12([CH2:26][C:27]([NH:29][C:30]3[CH:39]=[CH:38][CH:37]=[C:36]4[C:31]=3[CH:32]=[CH:33][C:34]([NH:40][CH2:41][CH2:42][CH2:43][NH:44][CH2:7][C:2]3[CH:3]=[CH:4][CH:5]=[CH:6][N:1]=3)=[N:35]4)=[O:28])[CH2:25][CH:20]3[CH2:19][CH:18]([CH2:24][CH:22]([CH2:21]3)[CH2:23]1)[CH2:17]2, predict the reactants needed to synthesize it. The reactants are: [N:1]1[CH:6]=[CH:5][CH:4]=[CH:3][C:2]=1[CH:7]=O.FC(F)(F)C(O)=O.[C:16]12([CH2:26][C:27]([NH:29][C:30]3[CH:39]=[CH:38][CH:37]=[C:36]4[C:31]=3[CH:32]=[CH:33][C:34]([NH:40][CH2:41][CH2:42][CH2:43][NH2:44])=[N:35]4)=[O:28])[CH2:25][CH:20]3[CH2:21][CH:22]([CH2:24][CH:18]([CH2:19]3)[CH2:17]1)[CH2:23]2.C(O[BH-](OC(=O)C)OC(=O)C)(=O)C.[Na+]. (8) Given the product [CH:1]1([C:4]2[CH:5]=[N:6][C:7]([NH:17][C:18]3[CH:26]=[CH:25][CH:24]=[C:23]4[C:19]=3[CH:20]=[CH:21][N:22]4[C:27]3[CH:32]=[CH:31][CH:30]=[CH:29][CH:28]=3)=[C:8]([CH:16]=2)[C:9]([OH:11])=[O:10])[CH2:2][CH2:3]1, predict the reactants needed to synthesize it. The reactants are: [CH:1]1([C:4]2[CH:5]=[N:6][C:7]([NH:17][C:18]3[CH:26]=[CH:25][CH:24]=[C:23]4[C:19]=3[CH:20]=[CH:21][N:22]4[C:27]3[CH:32]=[CH:31][CH:30]=[CH:29][CH:28]=3)=[C:8]([CH:16]=2)[C:9]([O:11]C(C)(C)C)=[O:10])[CH2:3][CH2:2]1.